Dataset: Peptide-MHC class I binding affinity with 185,985 pairs from IEDB/IMGT. Task: Regression. Given a peptide amino acid sequence and an MHC pseudo amino acid sequence, predict their binding affinity value. This is MHC class I binding data. (1) The peptide sequence is SWKQSKMWR. The MHC is HLA-B08:01 with pseudo-sequence HLA-B08:01. The binding affinity (normalized) is 0.0847. (2) The peptide sequence is AVRLVVGPL. The MHC is HLA-B46:01 with pseudo-sequence HLA-B46:01. The binding affinity (normalized) is 0.0847. (3) The peptide sequence is LITNTIAGV. The MHC is HLA-B18:01 with pseudo-sequence HLA-B18:01. The binding affinity (normalized) is 0.0847. (4) The peptide sequence is RLPGPSDT. The MHC is HLA-A02:03 with pseudo-sequence HLA-A02:03. The binding affinity (normalized) is 0.0729. (5) The peptide sequence is MPEKRNVVV. The MHC is HLA-B51:01 with pseudo-sequence HLA-B51:01. The binding affinity (normalized) is 0.552. (6) The peptide sequence is RSLFNTVATLY. The MHC is HLA-A01:01 with pseudo-sequence HLA-A01:01. The binding affinity (normalized) is 0.295. (7) The peptide sequence is DFSKSTSPTR. The MHC is HLA-A68:01 with pseudo-sequence HLA-A68:01. The binding affinity (normalized) is 0.564. (8) The peptide sequence is FTWYGIAAL. The MHC is HLA-A02:02 with pseudo-sequence HLA-A02:02. The binding affinity (normalized) is 0.782. (9) The peptide sequence is IALNFPGSQK. The MHC is HLA-A11:01 with pseudo-sequence HLA-A11:01. The binding affinity (normalized) is 0.468. (10) The peptide sequence is YILGFAIPI. The MHC is HLA-B18:01 with pseudo-sequence HLA-B18:01. The binding affinity (normalized) is 0.0847.